From a dataset of Forward reaction prediction with 1.9M reactions from USPTO patents (1976-2016). Predict the product of the given reaction. (1) Given the reactants [N:1]([CH2:4][CH2:5][O:6][C:7]1[N:16]=[C:15]([NH:17][CH2:18][C:19]2[CH:24]=[CH:23][C:22]([C:25]([F:28])([F:27])[F:26])=[CH:21][CH:20]=2)[C:14]2[C:9](=[CH:10][CH:11]=[C:12]([CH:29]([C:37]3[CH:42]=[CH:41][C:40]([Cl:43])=[CH:39][CH:38]=3)[C:30]3[CH:35]=[CH:34][C:33]([Cl:36])=[CH:32][CH:31]=3)[CH:13]=2)[N:8]=1)=[N+]=[N-].C1(P(C2C=CC=CC=2)C2C=CC=CC=2)C=CC=CC=1, predict the reaction product. The product is: [NH2:1][CH2:4][CH2:5][O:6][C:7]1[N:16]=[C:15]([NH:17][CH2:18][C:19]2[CH:24]=[CH:23][C:22]([C:25]([F:27])([F:26])[F:28])=[CH:21][CH:20]=2)[C:14]2[C:9](=[CH:10][CH:11]=[C:12]([CH:29]([C:37]3[CH:38]=[CH:39][C:40]([Cl:43])=[CH:41][CH:42]=3)[C:30]3[CH:35]=[CH:34][C:33]([Cl:36])=[CH:32][CH:31]=3)[CH:13]=2)[N:8]=1. (2) Given the reactants [N:1]1[C:5]2[CH:6]=[CH:7][CH:8]=[CH:9][C:4]=2[NH:3][CH:2]=1.[CH2:21](C(OC(Cl)[CH2:21][C:22]1[CH:27]=[CH:26][CH:25]=[CH:24][CH:23]=1)Cl)[C:22]1[CH:27]=[CH:26][CH:25]=[CH:24][CH:23]=1.C(#N)C.C[CH2:33][O:34]CC, predict the reaction product. The product is: [CH2:21]([O:34][CH2:33][N:1]1[C:5]2[CH:6]=[CH:7][CH:8]=[CH:9][C:4]=2[N:3]=[CH:2]1)[C:22]1[CH:23]=[CH:24][CH:25]=[CH:26][CH:27]=1.